From a dataset of Reaction yield outcomes from USPTO patents with 853,638 reactions. Predict the reaction yield, written as a fraction of the theoretical maximum amount of product (1.0 means a 100% yield; for example, 0.34 means a 34% yield). (1) The reactants are [CH3:1][C:2]([S:21]([CH3:24])(=[O:23])=[O:22])([CH2:8][CH2:9][N:10]1[CH:14]=[C:13]([C:15]2[CH:20]=[CH:19][CH:18]=[CH:17][CH:16]=2)[N:12]=[CH:11]1)[C:3]([O:5]CC)=[O:4].O.[OH-].[Li+]. The catalyst is C1COCC1.CO.O.Cl. The product is [CH3:1][C:2]([S:21]([CH3:24])(=[O:22])=[O:23])([CH2:8][CH2:9][N:10]1[CH:14]=[C:13]([C:15]2[CH:20]=[CH:19][CH:18]=[CH:17][CH:16]=2)[N:12]=[CH:11]1)[C:3]([OH:5])=[O:4]. The yield is 0.980. (2) The reactants are [CH2:1]([O:3][C:4](=[O:14])[C:5]1[CH:10]=[CH:9][C:8]([CH2:11]CBr)=[CH:7][CH:6]=1)[CH3:2].[CH2:15]([N:17]1[CH2:22][CH2:21][NH:20][CH2:19][CH2:18]1)[CH3:16]. The catalyst is C1COCC1.O. The product is [CH2:1]([O:3][C:4](=[O:14])[C:5]1[CH:6]=[CH:7][C:8]([CH2:11][N:20]2[CH2:21][CH2:22][N:17]([CH2:15][CH3:16])[CH2:18][CH2:19]2)=[CH:9][CH:10]=1)[CH3:2]. The yield is 1.00.